Task: Regression. Given two drug SMILES strings and cell line genomic features, predict the synergy score measuring deviation from expected non-interaction effect.. Dataset: NCI-60 drug combinations with 297,098 pairs across 59 cell lines (1) Drug 1: CCC1=C2CN3C(=CC4=C(C3=O)COC(=O)C4(CC)O)C2=NC5=C1C=C(C=C5)O. Drug 2: CCC1(C2=C(COC1=O)C(=O)N3CC4=CC5=C(C=CC(=C5CN(C)C)O)N=C4C3=C2)O.Cl. Cell line: NCI/ADR-RES. Synergy scores: CSS=34.3, Synergy_ZIP=-4.31, Synergy_Bliss=4.03, Synergy_Loewe=0.405, Synergy_HSA=4.68. (2) Drug 1: C1=CN(C(=O)N=C1N)C2C(C(C(O2)CO)O)O.Cl. Drug 2: C1=CC=C(C(=C1)C(C2=CC=C(C=C2)Cl)C(Cl)Cl)Cl. Cell line: SK-OV-3. Synergy scores: CSS=7.93, Synergy_ZIP=0.986, Synergy_Bliss=-0.550, Synergy_Loewe=-8.68, Synergy_HSA=0.238. (3) Drug 1: C1=CC=C(C=C1)NC(=O)CCCCCCC(=O)NO. Drug 2: C1C(C(OC1N2C=NC(=NC2=O)N)CO)O. Cell line: OVCAR-8. Synergy scores: CSS=20.8, Synergy_ZIP=-7.18, Synergy_Bliss=-0.585, Synergy_Loewe=-0.338, Synergy_HSA=0.535. (4) Drug 1: CC1=C(C=C(C=C1)NC2=NC=CC(=N2)N(C)C3=CC4=NN(C(=C4C=C3)C)C)S(=O)(=O)N.Cl. Drug 2: COC1=NC(=NC2=C1N=CN2C3C(C(C(O3)CO)O)O)N. Cell line: HOP-62. Synergy scores: CSS=4.69, Synergy_ZIP=-0.756, Synergy_Bliss=3.82, Synergy_Loewe=-1.45, Synergy_HSA=2.21. (5) Drug 1: CC1=CC2C(CCC3(C2CCC3(C(=O)C)OC(=O)C)C)C4(C1=CC(=O)CC4)C. Drug 2: C1CN(P(=O)(OC1)NCCCl)CCCl. Cell line: SNB-75. Synergy scores: CSS=-4.98, Synergy_ZIP=2.43, Synergy_Bliss=-1.06, Synergy_Loewe=-6.22, Synergy_HSA=-6.45.